From a dataset of Full USPTO retrosynthesis dataset with 1.9M reactions from patents (1976-2016). Predict the reactants needed to synthesize the given product. (1) Given the product [CH3:1][O:2][C:3](=[O:12])[C:4]1[CH:9]=[CH:8][C:7]([CH2:10][N:17]2[CH2:18][CH2:19][N:14]([CH3:13])[CH2:15][CH2:16]2)=[CH:6][CH:5]=1, predict the reactants needed to synthesize it. The reactants are: [CH3:1][O:2][C:3](=[O:12])[C:4]1[CH:9]=[CH:8][C:7]([CH:10]=O)=[CH:6][CH:5]=1.[CH3:13][N:14]1[CH2:19][CH2:18][NH:17][CH2:16][CH2:15]1.[H][H]. (2) Given the product [CH3:33][CH:34]([CH3:70])[C@H:35]([N:40]1[CH2:48][C:47]2[C:42](=[CH:43][C:44]([C:49]3[CH:50]=[CH:51][C:52]([NH:55][C:56](=[O:68])[C:57]4[CH:62]=[CH:61][C:60]([C:63]5[O:67][CH:66]=[N:65][CH:64]=5)=[CH:59][CH:58]=4)=[CH:53][CH:54]=3)=[CH:45][CH:46]=2)[C:41]1=[O:69])[C:36]([OH:38])=[O:37], predict the reactants needed to synthesize it. The reactants are: C(NC1C=CC(C2C=C3C(CN([C@@H](C(C)C)C(O)=O)C3=O)=CC=2)=CC=1)(=O)C1C=CC=CC=1.[CH3:33][CH:34]([CH3:70])[C@H:35]([N:40]1[CH2:48][C:47]2[C:42](=[CH:43][C:44]([C:49]3[CH:54]=[CH:53][C:52]([NH:55][C:56](=[O:68])[C:57]4[CH:62]=[CH:61][C:60]([C:63]5[O:67][CH:66]=[N:65][CH:64]=5)=[CH:59][CH:58]=4)=[CH:51][CH:50]=3)=[CH:45][CH:46]=2)[C:41]1=[O:69])[C:36]([O:38]C)=[O:37].